From a dataset of Full USPTO retrosynthesis dataset with 1.9M reactions from patents (1976-2016). Predict the reactants needed to synthesize the given product. (1) The reactants are: C(OC([N:8]1[CH2:13][CH2:12][N:11]([CH2:14][CH2:15][NH:16][C:17]2[CH:22]=[CH:21][N:20]=[C:19]3[O:23][C:24]([C:32]4[CH:37]=[CH:36][C:35]([O:38][CH2:39][CH2:40][N:41]([CH:45]([CH3:47])[CH3:46])[CH:42]([CH3:44])[CH3:43])=[CH:34][CH:33]=4)=[C:25]([C:26]4[CH:31]=[CH:30][CH:29]=[CH:28][CH:27]=4)[C:18]=23)[CH2:10][CH2:9]1)=O)(C)(C)C.FC(F)(F)C(O)=O. Given the product [CH:45]([N:41]([CH:42]([CH3:44])[CH3:43])[CH2:40][CH2:39][O:38][C:35]1[CH:34]=[CH:33][C:32]([C:24]2[O:23][C:19]3=[N:20][CH:21]=[CH:22][C:17]([NH:16][CH2:15][CH2:14][N:11]4[CH2:10][CH2:9][NH:8][CH2:13][CH2:12]4)=[C:18]3[C:25]=2[C:26]2[CH:31]=[CH:30][CH:29]=[CH:28][CH:27]=2)=[CH:37][CH:36]=1)([CH3:47])[CH3:46], predict the reactants needed to synthesize it. (2) Given the product [NH2:1][C:2]1[N:7]=[CH:6][N:5]=[C:4]2[N:8]([C:33]3[CH:34]=[CH:35][C:36]([CH2:39][N:47]4[CH2:48][CH2:49][N:44]([CH2:43][CH2:42][OH:41])[CH2:45][CH2:46]4)=[CH:37][CH:38]=3)[N:9]=[C:10]([C:11]3[CH:16]=[CH:15][C:14]([NH:17][C:18](=[O:30])[C:19]4[CH:24]=[CH:23][C:22]([C:25]([F:27])([F:28])[F:26])=[CH:21][C:20]=4[F:29])=[C:13]([O:31][CH3:32])[CH:12]=3)[C:3]=12, predict the reactants needed to synthesize it. The reactants are: [NH2:1][C:2]1[N:7]=[CH:6][N:5]=[C:4]2[N:8]([C:33]3[CH:38]=[CH:37][C:36]([CH:39]=O)=[CH:35][CH:34]=3)[N:9]=[C:10]([C:11]3[CH:16]=[CH:15][C:14]([NH:17][C:18](=[O:30])[C:19]4[CH:24]=[CH:23][C:22]([C:25]([F:28])([F:27])[F:26])=[CH:21][C:20]=4[F:29])=[C:13]([O:31][CH3:32])[CH:12]=3)[C:3]=12.[OH:41][CH2:42][CH2:43][N:44]1[CH2:49][CH2:48][NH:47][CH2:46][CH2:45]1.C(O[BH-](OC(=O)C)OC(=O)C)(=O)C.[Na+].[OH-].[Na+].